This data is from Merck oncology drug combination screen with 23,052 pairs across 39 cell lines. The task is: Regression. Given two drug SMILES strings and cell line genomic features, predict the synergy score measuring deviation from expected non-interaction effect. (1) Drug 1: O=C(CCCCCCC(=O)Nc1ccccc1)NO. Drug 2: C=CCn1c(=O)c2cnc(Nc3ccc(N4CCN(C)CC4)cc3)nc2n1-c1cccc(C(C)(C)O)n1. Cell line: LNCAP. Synergy scores: synergy=20.7. (2) Drug 1: Nc1ccn(C2OC(CO)C(O)C2(F)F)c(=O)n1. Drug 2: Cc1nc(Nc2ncc(C(=O)Nc3c(C)cccc3Cl)s2)cc(N2CCN(CCO)CC2)n1. Cell line: MSTO. Synergy scores: synergy=7.26. (3) Drug 1: O=C(NOCC(O)CO)c1ccc(F)c(F)c1Nc1ccc(I)cc1F. Drug 2: CC(C)CC(NC(=O)C(Cc1ccccc1)NC(=O)c1cnccn1)B(O)O. Cell line: SKMEL30. Synergy scores: synergy=-1.92. (4) Drug 1: CN(Cc1cnc2nc(N)nc(N)c2n1)c1ccc(C(=O)NC(CCC(=O)O)C(=O)O)cc1. Drug 2: Cc1nc(Nc2ncc(C(=O)Nc3c(C)cccc3Cl)s2)cc(N2CCN(CCO)CC2)n1. Cell line: MSTO. Synergy scores: synergy=-14.5.